From a dataset of Full USPTO retrosynthesis dataset with 1.9M reactions from patents (1976-2016). Predict the reactants needed to synthesize the given product. The reactants are: F[P-](F)(F)(F)(F)F.N1(O[P+](N(C)C)(N(C)C)N(C)C)C2C=CC=CC=2N=N1.[Cl-].[F:29][C:30]([F:35])([F:34])[C:31]([OH:33])=[O:32].[NH2:36][C:37]1[CH:38]=[C:39]2[C:43](=[CH:44][CH:45]=1)[NH:42][C:41]([C:46]([NH:48][CH2:49][C:50]1[CH:55]=[CH:54][C:53]([Cl:56])=[C:52]([O:57][C:58]3[CH:63]=[C:62]([C:64]#[N:65])[CH:61]=[C:60]([Cl:66])[CH:59]=3)[C:51]=1[F:67])=[O:47])=[CH:40]2.[CH3:68][N:69]([CH3:75])[CH2:70][CH2:71][C:72](O)=[O:73].C(N(C(C)C)CC)(C)C. Given the product [F:29][C:30]([F:35])([F:34])[C:31]([OH:33])=[O:32].[Cl:56][C:53]1[CH:54]=[CH:55][C:50]([CH2:49][NH:48][C:46]([C:41]2[NH:42][C:43]3[C:39]([CH:40]=2)=[CH:38][C:37]([NH:36][C:72](=[O:73])[CH2:71][CH2:70][N:69]([CH3:75])[CH3:68])=[CH:45][CH:44]=3)=[O:47])=[C:51]([F:67])[C:52]=1[O:57][C:58]1[CH:63]=[C:62]([C:64]#[N:65])[CH:61]=[C:60]([Cl:66])[CH:59]=1, predict the reactants needed to synthesize it.